Dataset: Full USPTO retrosynthesis dataset with 1.9M reactions from patents (1976-2016). Task: Predict the reactants needed to synthesize the given product. (1) Given the product [Cl:18][C:16]1[CH:15]=[C:14]([O:10][C:7]2[CH:8]=[CH:9][C:4]([N+:1]([O-:3])=[O:2])=[CH:5][CH:6]=2)[N:13]=[CH:12][N:17]=1, predict the reactants needed to synthesize it. The reactants are: [N+:1]([C:4]1[CH:9]=[CH:8][C:7]([OH:10])=[CH:6][CH:5]=1)([O-:3])=[O:2].Cl[C:12]1[N:17]=[C:16]([Cl:18])[CH:15]=[CH:14][N:13]=1.[OH-].[Na+]. (2) Given the product [Br:16][C:17]1[CH:18]=[CH:19][C:20]([N:2]([CH2:3][CH2:4][CH2:5][CH2:6][C:10]([OH:11])=[O:13])[CH3:1])=[C:21]([CH:22]=[O:23])[CH:24]=1, predict the reactants needed to synthesize it. The reactants are: [CH3:1][N:2]1C[CH2:6][CH2:5][CH2:4][C:3]1=O.Cl.[C:10](=[O:13])([O-])[O-:11].[Na+].[Na+].[Br:16][C:17]1[C:18](F)=[CH:19][CH:20]=[C:21]([CH:24]=1)[CH:22]=[O:23]. (3) Given the product [CH:4]1[C:5]2[NH:6][C:7]3[C:12](=[CH:11][CH:10]=[CH:9][CH:8]=3)[S:13][C:14]=2[CH:15]=[CH:16][C:3]=1[OH:2], predict the reactants needed to synthesize it. The reactants are: C[O:2][C:3]1[CH:16]=[CH:15][C:14]2[S:13][C:12]3[C:7](=[CH:8][CH:9]=[CH:10][CH:11]=3)[NH:6][C:5]=2[CH:4]=1.[Cl-].[NH+]1C=CC=CC=1.O. (4) Given the product [Cl-:37].[CH3:47][C:44]1([CH3:48])[CH2:43][CH2:42][N:41]([C:39](=[O:40])[CH2:38][NH+:25]2[CH2:24][CH2:23][CH:22]([N:17]3[C:16]4[CH:28]=[CH:29][C:13]([C:11]([NH:10][CH2:8][CH3:9])=[O:12])=[CH:14][C:15]=4[N:19]([CH3:20])[C:18]3=[O:21])[CH2:27][CH2:26]2)[CH2:46][CH2:45]1, predict the reactants needed to synthesize it. The reactants are: FC(F)(F)C([O-])=O.[CH2:8]([NH:10][C:11]([C:13]1[CH:29]=[CH:28][C:16]2[N:17]([CH:22]3[CH2:27][CH2:26][NH2+:25][CH2:24][CH2:23]3)[C:18](=[O:21])[N:19]([CH3:20])[C:15]=2[CH:14]=1)=[O:12])[CH3:9].C(N(CC)CC)C.[Cl:37][CH2:38][C:39]([N:41]1[CH2:46][CH2:45][C:44]([CH3:48])([CH3:47])[CH2:43][CH2:42]1)=[O:40].C(=O)(O)[O-].[Na+]. (5) Given the product [CH3:1][C:2]1[CH:14]=[CH:13][C:12]([N+:15]([O-:17])=[O:16])=[C:4]([CH:3]=1)[NH:5][C:6]1[CH:11]=[CH:10][CH:9]=[CH:8][N:7]=1, predict the reactants needed to synthesize it. The reactants are: [CH3:1][C:2]1[CH:3]=[C:4]([CH:12]=[CH:13][CH:14]=1)[NH:5][C:6]1[CH:11]=[CH:10][CH:9]=[CH:8][N:7]=1.[N+:15]([O-])([OH:17])=[O:16].